This data is from NCI-60 drug combinations with 297,098 pairs across 59 cell lines. The task is: Regression. Given two drug SMILES strings and cell line genomic features, predict the synergy score measuring deviation from expected non-interaction effect. (1) Drug 1: CC1=C(C=C(C=C1)NC2=NC=CC(=N2)N(C)C3=CC4=NN(C(=C4C=C3)C)C)S(=O)(=O)N.Cl. Drug 2: CCN(CC)CCCC(C)NC1=C2C=C(C=CC2=NC3=C1C=CC(=C3)Cl)OC. Cell line: HCT116. Synergy scores: CSS=14.9, Synergy_ZIP=4.88, Synergy_Bliss=3.81, Synergy_Loewe=-12.4, Synergy_HSA=3.17. (2) Drug 1: CCC1(CC2CC(C3=C(CCN(C2)C1)C4=CC=CC=C4N3)(C5=C(C=C6C(=C5)C78CCN9C7C(C=CC9)(C(C(C8N6C)(C(=O)OC)O)OC(=O)C)CC)OC)C(=O)OC)O.OS(=O)(=O)O. Drug 2: C(CN)CNCCSP(=O)(O)O. Cell line: RPMI-8226. Synergy scores: CSS=29.7, Synergy_ZIP=-1.27, Synergy_Bliss=-1.95, Synergy_Loewe=-83.7, Synergy_HSA=-2.27. (3) Drug 1: CCC1=CC2CC(C3=C(CN(C2)C1)C4=CC=CC=C4N3)(C5=C(C=C6C(=C5)C78CCN9C7C(C=CC9)(C(C(C8N6C)(C(=O)OC)O)OC(=O)C)CC)OC)C(=O)OC.C(C(C(=O)O)O)(C(=O)O)O. Drug 2: C1=C(C(=O)NC(=O)N1)N(CCCl)CCCl. Cell line: TK-10. Synergy scores: CSS=18.6, Synergy_ZIP=-1.96, Synergy_Bliss=2.43, Synergy_Loewe=-5.59, Synergy_HSA=4.56. (4) Drug 1: CC1C(C(CC(O1)OC2CC(CC3=C2C(=C4C(=C3O)C(=O)C5=C(C4=O)C(=CC=C5)OC)O)(C(=O)C)O)N)O.Cl. Drug 2: N.N.Cl[Pt+2]Cl. Cell line: CCRF-CEM. Synergy scores: CSS=24.2, Synergy_ZIP=-0.969, Synergy_Bliss=-1.09, Synergy_Loewe=-25.0, Synergy_HSA=-0.260. (5) Drug 1: C(=O)(N)NO. Synergy scores: CSS=4.36, Synergy_ZIP=-5.41, Synergy_Bliss=-6.49, Synergy_Loewe=-5.82, Synergy_HSA=-5.70. Cell line: RPMI-8226. Drug 2: CC(C)CN1C=NC2=C1C3=CC=CC=C3N=C2N. (6) Drug 1: C1CCC(C(C1)N)N.C(=O)(C(=O)[O-])[O-].[Pt+4]. Drug 2: B(C(CC(C)C)NC(=O)C(CC1=CC=CC=C1)NC(=O)C2=NC=CN=C2)(O)O. Cell line: OVCAR-4. Synergy scores: CSS=64.4, Synergy_ZIP=-1.36, Synergy_Bliss=-0.623, Synergy_Loewe=-19.7, Synergy_HSA=-1.22. (7) Drug 1: CC(C1=C(C=CC(=C1Cl)F)Cl)OC2=C(N=CC(=C2)C3=CN(N=C3)C4CCNCC4)N. Drug 2: CN1C2=C(C=C(C=C2)N(CCCl)CCCl)N=C1CCCC(=O)O.Cl. Cell line: NCI/ADR-RES. Synergy scores: CSS=1.64, Synergy_ZIP=0.248, Synergy_Bliss=-0.261, Synergy_Loewe=-1.79, Synergy_HSA=-2.54.